Dataset: Forward reaction prediction with 1.9M reactions from USPTO patents (1976-2016). Task: Predict the product of the given reaction. (1) Given the reactants I[C:2]1[CH:8]=[C:7]([N+:9]([O-:11])=[O:10])[C:5]([NH2:6])=[C:4]([CH3:12])[CH:3]=1.[CH2:13]([N:20]1[CH2:25][CH2:24][CH2:23][C:22]2([CH2:30][CH2:29][CH2:28][NH:27][CH2:26]2)[CH2:21]1)[C:14]1[CH:19]=[CH:18][CH:17]=[CH:16][CH:15]=1.C(O)CO.[O-]P([O-])([O-])=O.[K+].[K+].[K+], predict the reaction product. The product is: [CH2:13]([N:20]1[CH2:25][CH2:24][CH2:23][C:22]2([CH2:26][N:27]([C:2]3[CH:8]=[C:7]([N+:9]([O-:11])=[O:10])[C:5]([NH2:6])=[C:4]([CH3:12])[CH:3]=3)[CH2:28][CH2:29][CH2:30]2)[CH2:21]1)[C:14]1[CH:15]=[CH:16][CH:17]=[CH:18][CH:19]=1. (2) Given the reactants [O:1]1[C:5]2[CH:6]=[CH:7][C:8]([C:10]3([C:13]([NH:15][C:16]4[CH:21]=[CH:20][C:19]([CH2:22][C:23]#[N:24])=[C:18](Br)[CH:17]=4)=[O:14])[CH2:12][CH2:11]3)=[CH:9][C:4]=2[O:3][CH2:2]1.[CH3:26][N:27]([CH3:39])[C:28]([C:30]1[CH:35]=[CH:34][C:33](B(O)O)=[CH:32][CH:31]=1)=[O:29].C([O-])([O-])=O.[K+].[K+], predict the reaction product. The product is: [O:1]1[C:5]2[CH:6]=[CH:7][C:8]([C:10]3([C:13]([NH:15][C:16]4[CH:21]=[CH:20][C:19]([CH2:22][C:23]#[N:24])=[C:18]([C:33]5[CH:34]=[CH:35][C:30]([C:28]([N:27]([CH3:39])[CH3:26])=[O:29])=[CH:31][CH:32]=5)[CH:17]=4)=[O:14])[CH2:12][CH2:11]3)=[CH:9][C:4]=2[O:3][CH2:2]1.